From a dataset of Experimentally validated miRNA-target interactions with 360,000+ pairs, plus equal number of negative samples. Binary Classification. Given a miRNA mature sequence and a target amino acid sequence, predict their likelihood of interaction. (1) Result: 0 (no interaction). The miRNA is hsa-miR-6821-3p with sequence UGACCUCUCCGCUCCGCACAG. The protein sequence of the target gene is MSSWSRQRPKSPGGIQPHVSRTLFLLLLLAASAWGVTLSPKDCQVFRSDHGSSISCQPPAEIPGYLPADTVHLAVEFFNLTHLPANLLQGASKLQELHLSSNGLESLSPEFLRPVPQLRVLDLTRNALTGLPPGLFQASATLDTLVLKENQLEVLEVSWLHGLKALGHLDLSGNRLRKLPPGLLANFTLLRTLDLGENQLETLPPDLLRGPLQLERLHLEGNKLQVLGKDLLLPQPDLRYLFLNGNKLARVAAGAFQGLRQLDMLDLSNNSLASVPEGLWASLGQPNWDMRDGFDISGNP.... (2) The miRNA is mmu-miR-5101 with sequence UUUGUUUGUUUUGCUGAUGCAG. The protein sequence of the target gene is MEGDCLSCMKYLMFVFNFFVFLGGACLLGVGIWVLVDPTGFREIVATNPLLTTGAYIVLAMGGLLFLLGFLGCCGAVRENRCLLLFFFLFILIIFLVELSAAILAFIFREHLTREFFTKELTKHYQGDNDTDVFSATWNSVMITFGCCGVNGPEDFKLASVFRLLTLDTEEVPKACCRREPQTRDGVVLSREECQLGRNPFINKQGCYTVILNTFETYVYLAGAFAIGVLAIELFLMVFAMCLFRGIQ. Result: 1 (interaction).